This data is from Full USPTO retrosynthesis dataset with 1.9M reactions from patents (1976-2016). The task is: Predict the reactants needed to synthesize the given product. (1) Given the product [CH2:23]([O:25][C:26]([C:28]1[CH:29]=[C:30]([NH:34][C:35]2[N:40]=[C:39]([C:41]3[S:45][C:44]([NH:22][CH2:21][CH2:20][CH2:19][CH2:18][NH:17][C:15]([O:14][C:10]([CH3:13])([CH3:12])[CH3:11])=[O:16])=[N:43][C:42]=3[C:47]([F:49])([F:50])[F:48])[CH:38]=[CH:37][N:36]=2)[CH:31]=[CH:32][CH:33]=1)=[O:27])[CH3:24], predict the reactants needed to synthesize it. The reactants are: C(N(C(C)C)CC)(C)C.[C:10]([O:14][C:15]([NH:17][CH2:18][CH2:19][CH2:20][CH2:21][NH2:22])=[O:16])([CH3:13])([CH3:12])[CH3:11].[CH2:23]([O:25][C:26]([C:28]1[CH:29]=[C:30]([NH:34][C:35]2[N:40]=[C:39]([C:41]3[S:45][C:44](Cl)=[N:43][C:42]=3[C:47]([F:50])([F:49])[F:48])[CH:38]=[CH:37][N:36]=2)[CH:31]=[CH:32][CH:33]=1)=[O:27])[CH3:24]. (2) Given the product [C:11]([O:10][CH2:9][CH2:8][C:4]1[CH:5]=[CH:6][CH:7]=[C:2]([I:1])[CH:3]=1)(=[O:13])[CH3:12], predict the reactants needed to synthesize it. The reactants are: [I:1][C:2]1[CH:3]=[C:4]([CH2:8][CH2:9][OH:10])[CH:5]=[CH:6][CH:7]=1.[C:11](OC(=O)C)(=[O:13])[CH3:12]. (3) The reactants are: [Br:1][C:2]1[CH:3]=[C:4]2[C:8](=[CH:9][CH:10]=1)[C:7]1([C:14](=[O:15])[N:13]([CH2:16][C:17]([N:19]([CH2:26][C:27]3[CH:32]=[CH:31][C:30]([F:33])=[CH:29][CH:28]=3)[C@@H:20]([CH3:25])[C:21]([F:24])([F:23])[F:22])=[O:18])[C:12](=[O:34])[NH:11]1)[CH2:6][C:5]2=[O:35].[BH4-].[Na+].CC(C)=O.O. Given the product [Br:1][C:2]1[CH:3]=[C:4]2[C:8](=[CH:9][CH:10]=1)[C:7]1([C:14](=[O:15])[N:13]([CH2:16][C:17]([N:19]([CH2:26][C:27]3[CH:28]=[CH:29][C:30]([F:33])=[CH:31][CH:32]=3)[C@@H:20]([CH3:25])[C:21]([F:24])([F:23])[F:22])=[O:18])[C:12](=[O:34])[NH:11]1)[CH2:6][CH:5]2[OH:35], predict the reactants needed to synthesize it. (4) Given the product [CH2:25]([N:1]1[CH2:9][CH2:8][CH:4]([C:5]([NH2:7])=[O:6])[CH2:3][CH2:2]1)[CH2:24][CH2:23][CH2:22][CH2:21][CH2:20][CH2:19][CH2:18][CH2:17][CH2:16][CH2:15][CH2:14][CH2:13][CH2:12][CH3:11], predict the reactants needed to synthesize it. The reactants are: [NH:1]1[CH2:9][CH2:8][CH:4]([C:5]([NH2:7])=[O:6])[CH2:3][CH2:2]1.Br[CH2:11][CH2:12][CH2:13][CH2:14][CH2:15][CH2:16][CH2:17][CH2:18][CH2:19][CH2:20][CH2:21][CH2:22][CH2:23][CH2:24][CH3:25].C(=O)([O-])[O-].[K+].[K+]. (5) Given the product [F:17][C:15]([F:18])([F:16])[O:14][C:10]1[CH:9]=[C:8]([N:7]2[CH:6]3[CH:2]2[CH2:3][N:4]([C:19]([O:21][C:22]([CH3:25])([CH3:24])[CH3:23])=[O:20])[CH2:5]3)[CH:13]=[CH:12][CH:11]=1, predict the reactants needed to synthesize it. The reactants are: O[C@H:2]1[C@H:6]([NH:7][C:8]2[CH:13]=[CH:12][CH:11]=[C:10]([O:14][C:15]([F:18])([F:17])[F:16])[CH:9]=2)[CH2:5][N:4]([C:19]([O:21][C:22]([CH3:25])([CH3:24])[CH3:23])=[O:20])[CH2:3]1.[Cl-].[OH-].[Na+].C(OCC)(=O)C. (6) Given the product [F:32][C:31]1[CH:30]=[CH:29][CH:28]=[C:27]([F:33])[C:26]=1[C:21]1[N:20]=[C:19]([C:18]([NH:17][C:12]2[CH:13]=[N:14][CH:15]=[CH:16][C:11]=2[N:7]2[CH2:8][C@H:9]([CH3:10])[C@H:4]([N:1]3[CH:48]=[C:47]([CH2:46][O:45][CH3:44])[N:3]=[N:2]3)[C@H:5]([NH:35][C:36](=[O:42])[O:37][C:38]([CH3:41])([CH3:40])[CH3:39])[CH2:6]2)=[O:34])[CH:24]=[CH:23][C:22]=1[F:25], predict the reactants needed to synthesize it. The reactants are: [N:1]([C@H:4]1[C@@H:9]([CH3:10])[CH2:8][N:7]([C:11]2[CH:16]=[CH:15][N:14]=[CH:13][C:12]=2[NH:17][C:18](=[O:34])[C:19]2[CH:24]=[CH:23][C:22]([F:25])=[C:21]([C:26]3[C:31]([F:32])=[CH:30][CH:29]=[CH:28][C:27]=3[F:33])[N:20]=2)[CH2:6][C@H:5]1[NH:35][C:36](=[O:42])[O:37][C:38]([CH3:41])([CH3:40])[CH3:39])=[N+:2]=[N-:3].C.[CH3:44][O:45][CH2:46][C:47]#[CH:48].C(N(CC)CC)C. (7) Given the product [CH2:1]([O:3][C:4]([C@@H:6]1[C@@H:8]([C:9](=[O:24])[NH:10][C@@H:11]([CH2:18][C:19]2[N:20]=[CH:21][S:22][CH:23]=2)[C:12]([NH:13][CH2:14][C:15]2[N:27]=[N:26][N:25]([C:28]3[CH:33]=[CH:32][C:31]([F:34])=[CH:30][CH:29]=3)[CH:16]=2)=[O:17])[O:7]1)=[O:5])[CH3:2], predict the reactants needed to synthesize it. The reactants are: [CH2:1]([O:3][C:4]([C@@H:6]1[C@@H:8]([C:9](=[O:24])[NH:10][C@@H:11]([CH2:18][C:19]2[N:20]=[CH:21][S:22][CH:23]=2)[C:12](=[O:17])[NH:13][CH2:14][C:15]#[CH:16])[O:7]1)=[O:5])[CH3:2].[N:25]([C:28]1[CH:33]=[CH:32][C:31]([F:34])=[CH:30][CH:29]=1)=[N+:26]=[N-:27].CCCC[Sn](OC(C)=O)(CCCC)CCCC. (8) Given the product [CH3:2][O:3][C:4](=[O:5])[C:6]1[CH:7]=[CH:8][C:9](/[CH:10]=[CH:43]/[CH:42]([C:45]2[CH:46]=[N:47][C:48]([C:51]3[CH:56]=[CH:55][C:54]([C:57]([F:60])([F:58])[F:59])=[CH:53][CH:52]=3)=[CH:49][CH:50]=2)[CH2:41][CH2:40][C:39]([F:38])([F:62])[F:61])=[CH:30][CH:31]=1, predict the reactants needed to synthesize it. The reactants are: [Cl-].[CH3:2][O:3][C:4]([C:6]1[CH:31]=[CH:30][C:9]([CH2:10][P+](C2C=CC=CC=2)(C2C=CC=CC=2)C2C=CC=CC=2)=[CH:8][CH:7]=1)=[O:5].CC(C)([O-])C.[K+].[F:38][C:39]([F:62])([F:61])[CH2:40][CH2:41][CH:42]([C:45]1[CH:46]=[N:47][C:48]([C:51]2[CH:56]=[CH:55][C:54]([C:57]([F:60])([F:59])[F:58])=[CH:53][CH:52]=2)=[CH:49][CH:50]=1)[CH:43]=O.